This data is from Reaction yield outcomes from USPTO patents with 853,638 reactions. The task is: Predict the reaction yield, written as a fraction of the theoretical maximum amount of product (1.0 means a 100% yield; for example, 0.34 means a 34% yield). The reactants are O=P(Cl)(Cl)[Cl:3].[CH3:6][O:7][C:8]1[CH:13]=[CH:12][C:11]([C:14]2[N:15]=[C:16](O)[C:17]3[CH:18]=[C:19]([Br:24])[CH:20]=[N:21][C:22]=3[CH:23]=2)=[CH:10][CH:9]=1. No catalyst specified. The product is [Cl:3][C:16]1[N:15]=[C:14]([C:11]2[CH:12]=[CH:13][C:8]([O:7][CH3:6])=[CH:9][CH:10]=2)[CH:23]=[C:22]2[C:17]=1[CH:18]=[C:19]([Br:24])[CH:20]=[N:21]2. The yield is 0.940.